Dataset: Forward reaction prediction with 1.9M reactions from USPTO patents (1976-2016). Task: Predict the product of the given reaction. (1) Given the reactants F[C:2]1[N:7]=[CH:6][C:5]([NH:8][C:9]([CH:11]2[CH2:15][CH2:14][CH2:13][N:12]2[C:16]2[N:17]=[C:18]([NH:25][C:26]3[CH:30]=[C:29]([CH:31]([CH3:33])[CH3:32])[NH:28][N:27]=3)[C:19]3[CH2:24][CH2:23][CH2:22][C:20]=3[N:21]=2)=[O:10])=[CH:4][CH:3]=1.Cl.C1C[O:38]CC1, predict the reaction product. The product is: [OH:38][C:2]1[N:7]=[CH:6][C:5]([NH:8][C:9]([CH:11]2[CH2:15][CH2:14][CH2:13][N:12]2[C:16]2[N:17]=[C:18]([NH:25][C:26]3[CH:30]=[C:29]([CH:31]([CH3:33])[CH3:32])[NH:28][N:27]=3)[C:19]3[CH2:24][CH2:23][CH2:22][C:20]=3[N:21]=2)=[O:10])=[CH:4][CH:3]=1. (2) The product is: [C:47]([O:46][C:44]([N:40]1[CH2:41][CH2:42][CH2:43][CH:38]([CH2:37][NH:36][C@:20]23[CH2:32][CH2:31][C@@H:30]([C:33]([CH3:35])=[CH2:34])[C@@H:21]2[C@@H:22]2[C@@:17]([CH3:51])([CH2:18][CH2:19]3)[C@@:16]3([CH3:52])[C@@H:25]([C@:26]4([CH3:29])[C@@H:13]([CH2:14][CH2:15]3)[C:12]([CH3:54])([CH3:53])[C:11]([C:8]3[CH:7]=[CH:6][C:5]([C:3]([OH:4])=[O:2])=[CH:10][CH:9]=3)=[CH:28][CH2:27]4)[CH2:24][CH2:23]2)[CH2:39]1)=[O:45])([CH3:48])([CH3:49])[CH3:50]. Given the reactants C[O:2][C:3]([C:5]1[CH:10]=[CH:9][C:8]([C:11]2[C:12]([CH3:54])([CH3:53])[C@H:13]3[C@:26]([CH3:29])([CH2:27][CH:28]=2)[C@@H:25]2[C@:16]([CH3:52])([C@@:17]4([CH3:51])[C@H:22]([CH2:23][CH2:24]2)[C@H:21]2[C@H:30]([C:33]([CH3:35])=[CH2:34])[CH2:31][CH2:32][C@:20]2([NH:36][CH2:37][CH:38]2[CH2:43][CH2:42][CH2:41][N:40]([C:44]([O:46][C:47]([CH3:50])([CH3:49])[CH3:48])=[O:45])[CH2:39]2)[CH2:19][CH2:18]4)[CH2:15][CH2:14]3)=[CH:7][CH:6]=1)=[O:4].[OH-].[Na+], predict the reaction product. (3) Given the reactants [C:1]1([C:17]2[CH:22]=[CH:21][CH:20]=[CH:19][CH:18]=2)[CH:6]=[CH:5][CH:4]=[CH:3][C:2]=1[CH:7]([NH2:16])[CH2:8][CH:9]([CH3:15])[C:10](OCC)=[O:11].[C:23]1([C:31]2[CH:36]=[CH:35][CH:34]=[CH:33][CH:32]=2)[CH:28]=[CH:27][CH:26]=[C:25]([CH:29]=O)[CH:24]=1, predict the reaction product. The product is: [C:1]1([C:17]2[CH:22]=[CH:21][CH:20]=[CH:19][CH:18]=2)[CH:6]=[CH:5][CH:4]=[CH:3][C:2]=1[CH:7]1[N:16]([CH2:29][C:25]2[CH:24]=[C:23]([C:31]3[CH:36]=[CH:35][CH:34]=[CH:33][CH:32]=3)[CH:28]=[CH:27][CH:26]=2)[C:10](=[O:11])[CH:9]([CH3:15])[CH2:8]1.